The task is: Predict the reaction yield, written as a fraction of the theoretical maximum amount of product (1.0 means a 100% yield; for example, 0.34 means a 34% yield).. This data is from Reaction yield outcomes from USPTO patents with 853,638 reactions. (1) The reactants are [CH3:1][N:2]1[CH:6]=[CH:5][CH:4]=[C:3]1[C:7](=O)[C:8]([O:10][CH2:11][CH3:12])=[O:9].[NH2:14][OH:15].Cl.N1C=CC=CC=1. The catalyst is C(O)C. The product is [OH:15]/[N:14]=[C:7](/[C:3]1[N:2]([CH3:1])[CH:6]=[CH:5][CH:4]=1)\[C:8]([O:10][CH2:11][CH3:12])=[O:9]. The yield is 0.440. (2) The reactants are [NH:1]1[CH2:6][CH2:5][O:4][CH2:3][CH2:2]1.Cl[C:8]1[CH:17]=[CH:16][C:15]([N+:18]([O-:20])=[O:19])=[C:14]2[C:9]=1[CH:10]=[CH:11][CH:12]=[N:13]2. The catalyst is CS(C)=O.O. The product is [N:1]1([C:8]2[CH:17]=[CH:16][C:15]([N+:18]([O-:20])=[O:19])=[C:14]3[C:9]=2[CH:10]=[CH:11][CH:12]=[N:13]3)[CH2:6][CH2:5][O:4][CH2:3][CH2:2]1. The yield is 0.810. (3) The reactants are [CH:1]([C:3]1[CH:17]=[CH:16][C:6]([O:7][C:8]2[CH:15]=[CH:14][C:11]([C:12]#[N:13])=[CH:10][N:9]=2)=[CH:5][CH:4]=1)=[O:2].C([O-])([O-])=[O:19].[K+].[K+].OO. The catalyst is CS(C)=O. The product is [CH:1]([C:3]1[CH:17]=[CH:16][C:6]([O:7][C:8]2[CH:15]=[CH:14][C:11]([C:12]([NH2:13])=[O:19])=[CH:10][N:9]=2)=[CH:5][CH:4]=1)=[O:2]. The yield is 0.950. (4) The reactants are [CH3:1][N:2]([CH2:13][C:14]1[NH:18][C:17]2[CH:19]=[CH:20][CH:21]=[C:22]([N:23]3[CH2:28][CH2:27][NH:26][CH2:25][CH2:24]3)[C:16]=2[N:15]=1)[CH:3]1[C:12]2[N:11]=[CH:10][CH:9]=[CH:8][C:7]=2[CH2:6][CH2:5][CH2:4]1.O=C1[N:34](P(Cl)([N:34]2[CH2:33][CH2:32][O:31]C2=O)=O)[CH2:33][CH2:32][O:31]1.C(N(CC)C(C)C)(C)C.C(NCC(O)=O)(OC(C)(C)C)=O. The catalyst is C(#N)C.Cl.O1CCOCC1.CO. The product is [NH2:34][CH2:33][C:32]([N:26]1[CH2:25][CH2:24][N:23]([C:22]2[C:16]3[N:15]=[C:14]([CH2:13][N:2]([CH3:1])[CH:3]4[C:12]5[N:11]=[CH:10][CH:9]=[CH:8][C:7]=5[CH2:6][CH2:5][CH2:4]4)[NH:18][C:17]=3[CH:19]=[CH:20][CH:21]=2)[CH2:28][CH2:27]1)=[O:31]. The yield is 0.450. (5) The catalyst is CO. The product is [CH:3]#[C:4][CH:5]=[CH:6][C:7]#[C:8][CH2:9][CH2:10][CH2:11][CH3:12]. The yield is 0.800. The reactants are C[Si](C)(C)[C:3]#[C:4][CH:5]=[CH:6][C:7]#[C:8][CH2:9][CH2:10][CH2:11][CH3:12].C([O-])([O-])=O.[K+].[K+].